Task: Predict the reactants needed to synthesize the given product.. Dataset: Full USPTO retrosynthesis dataset with 1.9M reactions from patents (1976-2016) (1) Given the product [CH2:11]([C:18]1([N:25]([CH3:26])[CH3:27])[CH2:23][CH2:22][CH:21]([NH:1][C:2]2[CH:3]=[C:4]3[C:8](=[CH:9][CH:10]=2)[CH2:7][CH2:6][CH2:5]3)[CH2:20][CH2:19]1)[C:12]1[CH:17]=[CH:16][CH:15]=[CH:14][CH:13]=1, predict the reactants needed to synthesize it. The reactants are: [NH2:1][C:2]1[CH:3]=[C:4]2[C:8](=[CH:9][CH:10]=1)[CH2:7][CH2:6][CH2:5]2.[CH2:11]([C:18]1([N:25]([CH3:27])[CH3:26])[CH2:23][CH2:22][C:21](=O)[CH2:20][CH2:19]1)[C:12]1[CH:17]=[CH:16][CH:15]=[CH:14][CH:13]=1.S([O-])([O-])(=O)=O.[Na+].[Na+]. (2) Given the product [CH3:39][C:36]1[CH:37]=[CH:38][N:25]2[C:26]=1[C:27](=[O:35])[N:28]([C:29]1[CH:34]=[CH:33][CH:32]=[CH:31][CH:30]=1)[C:23]([C@@H:21]([NH:20][C:18]1[C:19]3[C:11]([C:4]4[CH:3]=[C:2]([NH:1][C:49]([NH2:48])=[O:50])[CH:10]=[C:9]5[C:5]=4[CH:6]=[CH:7][NH:8]5)=[CH:12][N:13]([CH2:40][O:41][CH2:42][CH2:43][Si:44]([CH3:45])([CH3:47])[CH3:46])[C:14]=3[N:15]=[CH:16][N:17]=1)[CH3:22])=[N:24]2, predict the reactants needed to synthesize it. The reactants are: [NH2:1][C:2]1[CH:10]=[C:9]2[C:5]([CH:6]=[CH:7][NH:8]2)=[C:4]([C:11]2[C:19]3[C:18]([NH:20][C@H:21]([C:23]4[N:28]([C:29]5[CH:34]=[CH:33][CH:32]=[CH:31][CH:30]=5)[C:27](=[O:35])[C:26]5=[C:36]([CH3:39])[CH:37]=[CH:38][N:25]5[N:24]=4)[CH3:22])=[N:17][CH:16]=[N:15][C:14]=3[N:13]([CH2:40][O:41][CH2:42][CH2:43][Si:44]([CH3:47])([CH3:46])[CH3:45])[CH:12]=2)[CH:3]=1.[N-:48]=[C:49]=[O:50].[K+]. (3) Given the product [Cl:1][C:2]1[N:10]=[C:9]2[C:5]([N:6]=[C:7]([C:29]3[CH:30]=[N:31][CH:32]=[N:33][CH:34]=3)[N:8]2[CH2:11][CH3:12])=[C:4]([N:14]2[CH2:19][CH2:18][O:17][CH2:16][C@@H:15]2[CH3:20])[N:3]=1, predict the reactants needed to synthesize it. The reactants are: [Cl:1][C:2]1[N:10]=[C:9]2[C:5]([N:6]=[C:7](I)[N:8]2[CH2:11][CH3:12])=[C:4]([N:14]2[CH2:19][CH2:18][O:17][CH2:16][C@@H:15]2[CH3:20])[N:3]=1.CC1(C)C(C)(C)OB([C:29]2[CH:30]=[N:31][CH:32]=[N:33][CH:34]=2)O1.P([O-])([O-])([O-])=O.[K+].[K+].[K+].ClCCl. (4) Given the product [O:10]1[CH2:15][CH2:14][O:11][C:6]2[CH:5]=[C:4]([C:3]([O:2][CH3:1])=[O:12])[CH:9]=[CH:8][C:7]1=2, predict the reactants needed to synthesize it. The reactants are: [CH3:1][O:2][C:3](=[O:12])[C:4]1[CH:9]=[CH:8][C:7]([OH:10])=[C:6]([OH:11])[CH:5]=1.Br[CH2:14][CH2:15]Br.[OH-].[K+]. (5) Given the product [Cl:1][C:2]1[S:3][C:4]2[C:10](=[O:12])[CH2:9][CH2:8][CH2:7][C:5]=2[CH:6]=1, predict the reactants needed to synthesize it. The reactants are: [Cl:1][C:2]1[S:3][C:4]2[CH2:10][CH2:9][CH2:8][CH2:7][C:5]=2[CH:6]=1.[N+]([O-])([O-])=[O:12].[Ce+4].[NH4+].[N+]([O-])([O-])=O.[N+]([O-])([O-])=O.[N+]([O-])([O-])=O.[N+]([O-])([O-])=O. (6) Given the product [N:16]([CH2:3][C:4]1[N:5]=[C:6]([C:10]2[CH:15]=[CH:14][CH:13]=[CH:12][CH:11]=2)[NH:7][C:8]=1[CH3:9])=[N+:17]=[N-:18], predict the reactants needed to synthesize it. The reactants are: Cl.Cl[CH2:3][C:4]1[N:5]=[C:6]([C:10]2[CH:15]=[CH:14][CH:13]=[CH:12][CH:11]=2)[NH:7][C:8]=1[CH3:9].[N-:16]=[N+:17]=[N-:18].[Na+]. (7) Given the product [CH3:12][O:13][C:14](=[O:24])[C:15]1[CH:20]=[CH:19][C:18]([O:21][CH3:22])=[C:17]([NH:23][C:28](=[NH:29])[C:27]2[CH:30]=[CH:31][C:32]([F:34])=[CH:33][C:26]=2[Cl:25])[CH:16]=1, predict the reactants needed to synthesize it. The reactants are: C1(C)C=CC(S(O)(=O)=O)=CC=1.[CH3:12][O:13][C:14](=[O:24])[C:15]1[CH:20]=[CH:19][C:18]([O:21][CH3:22])=[C:17]([NH2:23])[CH:16]=1.[Cl:25][C:26]1[CH:33]=[C:32]([F:34])[CH:31]=[CH:30][C:27]=1[C:28]#[N:29].C([O-])(O)=O.[Na+].